The task is: Predict the reactants needed to synthesize the given product.. This data is from Full USPTO retrosynthesis dataset with 1.9M reactions from patents (1976-2016). (1) Given the product [CH2:13]([O:12][CH2:11][CH2:10][O:9][C:6]1[CH:7]=[CH:8][C:3]([C:25]2[CH:26]=[CH:27][C:28]3[N:35]([CH2:36][CH2:37][CH3:38])[CH2:34][CH2:33][CH2:32][C:31]([C:39]([OH:41])=[O:40])=[CH:30][C:29]=3[CH:42]=2)=[CH:4][CH:5]=1)[CH2:14][CH2:15][CH3:16], predict the reactants needed to synthesize it. The reactants are: [Mg].Br[C:3]1[CH:8]=[CH:7][C:6]([O:9][CH2:10][CH2:11][O:12][CH2:13][CH2:14][CH2:15][CH3:16])=[CH:5][CH:4]=1.B(OC)(OC)OC.Br[C:25]1[CH:26]=[CH:27][C:28]2[N:35]([CH2:36][CH2:37][CH3:38])[CH2:34][CH2:33][CH2:32][C:31]([C:39]([OH:41])=[O:40])=[CH:30][C:29]=2[CH:42]=1.P([O-])([O-])([O-])=O.[K+].[K+].[K+]. (2) The reactants are: [Br:1][C:2]1[CH:7]=[CH:6][C:5]([N+:8]([O-:10])=[O:9])=[C:4](F)[CH:3]=1.[CH3:12][C:13]([CH3:16])([O-:15])[CH3:14].[K+].O. Given the product [Br:1][C:2]1[CH:7]=[CH:6][C:5]([N+:8]([O-:10])=[O:9])=[C:4]([O:15][C:13]([CH3:16])([CH3:14])[CH3:12])[CH:3]=1, predict the reactants needed to synthesize it. (3) Given the product [ClH:41].[CH3:24][O:23][C:20]1[N:19]=[CH:18][C:17]([S:14]([N:13]2[CH:12]=[C:11]([CH2:25][NH:26][CH3:27])[CH:10]=[C:9]2[C:8]2[C:3]([C:1]#[N:2])=[N:4][CH:5]=[CH:6][CH:7]=2)(=[O:16])=[O:15])=[CH:22][CH:21]=1, predict the reactants needed to synthesize it. The reactants are: [C:1]([C:3]1[C:8]([C:9]2[N:13]([S:14]([C:17]3[CH:18]=[N:19][C:20]([O:23][CH3:24])=[CH:21][CH:22]=3)(=[O:16])=[O:15])[CH:12]=[C:11]([CH2:25][N:26](C)[C:27](=O)OC(C)(C)C)[CH:10]=2)=[CH:7][CH:6]=[CH:5][N:4]=1)#[N:2].C(OCC)(=O)C.[ClH:41].